Dataset: Catalyst prediction with 721,799 reactions and 888 catalyst types from USPTO. Task: Predict which catalyst facilitates the given reaction. (1) Reactant: [F:1][C:2]([F:32])([F:31])[C:3]1[CH:26]=[C:25]([C:27]([F:30])([F:29])[F:28])[CH:24]=[CH:23][C:4]=1[CH2:5][O:6][C:7]1[CH:12]=[CH:11][C:10](/[CH:13]=[C:14]2/[C:15](=S)[NH:16][C:17](=[O:19])[S:18]/2)=[CH:9][C:8]=1[O:21][CH3:22].[NH3:33].CO. Product: [NH2:33][C:15]1=[N:16][C:17](=[O:19])[S:18]/[C:14]/1=[CH:13]\[C:10]1[CH:11]=[CH:12][C:7]([O:6][CH2:5][C:4]2[CH:23]=[CH:24][C:25]([C:27]([F:28])([F:30])[F:29])=[CH:26][C:3]=2[C:2]([F:1])([F:32])[F:31])=[C:8]([O:21][CH3:22])[CH:9]=1. The catalyst class is: 5. (2) Reactant: C([N:4]([S:31]([CH2:34][C:35]1[CH:40]=[CH:39][CH:38]=[CH:37][CH:36]=1)(=[O:33])=[O:32])[C:5]([CH:7]1[CH2:12][CH2:11][N:10]([C:13]2[C:23]([C:24]#[N:25])=[CH:22][C:16]([C:17]([O:19][CH2:20][CH3:21])=[O:18])=[C:15]([O:26][CH2:27][CH:28]([F:30])[F:29])[N:14]=2)[CH2:9][CH2:8]1)=[O:6])C=C.C1(C)C=CC(S([O-])=O)=CC=1.[Na+]. Product: [CH2:34]([S:31]([NH:4][C:5]([CH:7]1[CH2:12][CH2:11][N:10]([C:13]2[C:23]([C:24]#[N:25])=[CH:22][C:16]([C:17]([O:19][CH2:20][CH3:21])=[O:18])=[C:15]([O:26][CH2:27][CH:28]([F:29])[F:30])[N:14]=2)[CH2:9][CH2:8]1)=[O:6])(=[O:33])=[O:32])[C:35]1[CH:36]=[CH:37][CH:38]=[CH:39][CH:40]=1. The catalyst class is: 532.